Dataset: Reaction yield outcomes from USPTO patents with 853,638 reactions. Task: Predict the reaction yield, written as a fraction of the theoretical maximum amount of product (1.0 means a 100% yield; for example, 0.34 means a 34% yield). The reactants are [CH2:1]([O:4][C:5]1[CH:10]=[C:9]([CH3:11])[CH:8]=[CH:7][C:6]=1[C:12]1[C:17]([CH:18]([OH:24])[C:19]([O:21][CH2:22][CH3:23])=[O:20])=[C:16]([CH3:25])[N:15]=[C:14]2[S:26][C:27]3[CH2:32][CH2:31][CH2:30][CH2:29][C:28]=3[C:13]=12)[CH:2]=[CH2:3].C(O[C:37]([CH3:40])([CH3:39])[CH3:38])(=O)C.S(=O)(=O)(O)O. The catalyst is ClCCl. The product is [CH2:1]([O:4][C:5]1[CH:10]=[C:9]([CH3:11])[CH:8]=[CH:7][C:6]=1[C:12]1[C:17]([CH:18]([O:24][C:37]([CH3:40])([CH3:39])[CH3:38])[C:19]([O:21][CH2:22][CH3:23])=[O:20])=[C:16]([CH3:25])[N:15]=[C:14]2[S:26][C:27]3[CH2:32][CH2:31][CH2:30][CH2:29][C:28]=3[C:13]=12)[CH:2]=[CH2:3]. The yield is 0.450.